This data is from NCI-60 drug combinations with 297,098 pairs across 59 cell lines. The task is: Regression. Given two drug SMILES strings and cell line genomic features, predict the synergy score measuring deviation from expected non-interaction effect. (1) Drug 1: C1CN1C2=NC(=NC(=N2)N3CC3)N4CC4. Drug 2: CN(C(=O)NC(C=O)C(C(C(CO)O)O)O)N=O. Cell line: OVCAR-4. Synergy scores: CSS=1.63, Synergy_ZIP=-0.622, Synergy_Bliss=-0.0807, Synergy_Loewe=-1.61, Synergy_HSA=0.144. (2) Drug 1: C1=NC2=C(N1)C(=S)N=C(N2)N. Drug 2: CCC1(C2=C(COC1=O)C(=O)N3CC4=CC5=C(C=CC(=C5CN(C)C)O)N=C4C3=C2)O.Cl. Cell line: U251. Synergy scores: CSS=51.9, Synergy_ZIP=-6.57, Synergy_Bliss=-0.980, Synergy_Loewe=-24.6, Synergy_HSA=2.59. (3) Drug 1: CS(=O)(=O)CCNCC1=CC=C(O1)C2=CC3=C(C=C2)N=CN=C3NC4=CC(=C(C=C4)OCC5=CC(=CC=C5)F)Cl. Drug 2: C1=NC2=C(N1)C(=S)N=CN2. Cell line: EKVX. Synergy scores: CSS=8.65, Synergy_ZIP=-3.93, Synergy_Bliss=-0.775, Synergy_Loewe=-2.93, Synergy_HSA=-0.179. (4) Drug 1: C1C(C(OC1N2C=NC3=C(N=C(N=C32)Cl)N)CO)O. Drug 2: COCCOC1=C(C=C2C(=C1)C(=NC=N2)NC3=CC=CC(=C3)C#C)OCCOC.Cl. Cell line: LOX IMVI. Synergy scores: CSS=13.1, Synergy_ZIP=-7.75, Synergy_Bliss=-3.20, Synergy_Loewe=-12.0, Synergy_HSA=-6.09.